Task: Binary Classification. Given a T-cell receptor sequence (or CDR3 region) and an epitope sequence, predict whether binding occurs between them.. Dataset: TCR-epitope binding with 47,182 pairs between 192 epitopes and 23,139 TCRs (1) The epitope is FQPTNGVGY. The TCR CDR3 sequence is CASSLPGSQPYTEAFF. Result: 0 (the TCR does not bind to the epitope). (2) The epitope is YFPLQSYGF. The TCR CDR3 sequence is CASSQDRGGSNGYTF. Result: 1 (the TCR binds to the epitope). (3) The epitope is WICLLQFAY. The TCR CDR3 sequence is CASSLVGGDGHTF. Result: 1 (the TCR binds to the epitope). (4) The epitope is ELAGIGILTV. The TCR CDR3 sequence is CASSKRTSGATDEQFF. Result: 0 (the TCR does not bind to the epitope). (5) The epitope is SQASSRSSSR. The TCR CDR3 sequence is CASSFPRGEQFF. Result: 1 (the TCR binds to the epitope).